This data is from Forward reaction prediction with 1.9M reactions from USPTO patents (1976-2016). The task is: Predict the product of the given reaction. (1) Given the reactants C([N:3]([CH2:6]C)[CH2:4]C)C.[C:8]([C@H:12]1[CH2:17][CH2:16][C@H:15]([O:18][C:19]2[CH:28]=[C:27]3[C:22]([CH:23]=[C:24](C=O)[N:25]=[CH:26]3)=[CH:21][CH:20]=2)[CH2:14][CH2:13]1)([CH3:11])([CH3:10])[CH3:9].Cl.C(O[C:35](=O)[CH2:36][CH2:37]N)C.Cl[CH2:41]CCl.[C:54]([O:53][BH-]([O:53][C:54](=[O:56])[CH3:55])[O:53][C:54](=[O:56])[CH3:55])(=[O:56])[CH3:55].[Na+], predict the reaction product. The product is: [C:8]([C@H:12]1[CH2:13][CH2:14][C@H:15]([O:18][C:19]2[CH:28]=[C:27]3[C:22]([CH:23]=[C:24]([CH2:6][NH:3][CH2:4][CH2:55][C:54]([O:53][C:36]([CH3:37])([CH3:41])[CH3:35])=[O:56])[N:25]=[CH:26]3)=[CH:21][CH:20]=2)[CH2:16][CH2:17]1)([CH3:10])([CH3:11])[CH3:9]. (2) Given the reactants [F:1][C:2]1[C:3]([O:19][CH3:20])=[C:4]([C@H:8]([CH3:18])[CH2:9][C@:10]([OH:17])([C:13]([F:16])([F:15])[F:14])[CH:11]=O)[CH:5]=[CH:6][CH:7]=1.[NH2:21][C:22]1[CH:31]=[C:30]([F:32])[C:29]([F:33])=[C:28]2[C:23]=1[CH:24]=[N:25][C:26]([CH3:34])=[N:27]2, predict the reaction product. The product is: [F:32][C:30]1[C:29]([F:33])=[C:28]2[C:23]([CH:24]=[N:25][C:26]([CH3:34])=[N:27]2)=[C:22]([N:21]=[CH:11][C@:10]([C:13]([F:14])([F:15])[F:16])([OH:17])[CH2:9][C@H:8]([C:4]2[CH:5]=[CH:6][CH:7]=[C:2]([F:1])[C:3]=2[O:19][CH3:20])[CH3:18])[CH:31]=1. (3) Given the reactants [CH3:1][C:2]1[CH:3]=[C:4]([C:13]([OH:15])=O)[C:5](=[O:12])[NH:6][C:7]=1[C:8]([F:11])([F:10])[F:9].[CH3:16][NH:17][C:18]1[CH:23]=[CH:22][CH:21]=[CH:20][CH:19]=1.O, predict the reaction product. The product is: [CH3:16][N:17]([C:18]1[CH:23]=[CH:22][CH:21]=[CH:20][CH:19]=1)[C:13]([C:4]1[C:5](=[O:12])[NH:6][C:7]([C:8]([F:9])([F:10])[F:11])=[C:2]([CH3:1])[CH:3]=1)=[O:15]. (4) Given the reactants [Cl:1][C:2]1[N:3]=[C:4]([NH:22][CH:23]2[CH2:25][CH2:24]2)[C:5]2[C:10](I)=[CH:9][N:8]([S:12]([C:15]3[CH:21]=[CH:20][C:18]([CH3:19])=[CH:17][CH:16]=3)(=[O:14])=[O:13])[C:6]=2[N:7]=1.C([Sn](CCCC)(CCCC)[C:31]1[CH:36]=[CH:35][N:34]=[CH:33][CH:32]=1)CCC.O.CCOC(C)=O, predict the reaction product. The product is: [Cl:1][C:2]1[N:3]=[C:4]([NH:22][CH:23]2[CH2:25][CH2:24]2)[C:5]2[C:10]([C:31]3[CH:36]=[CH:35][N:34]=[CH:33][CH:32]=3)=[CH:9][N:8]([S:12]([C:15]3[CH:21]=[CH:20][C:18]([CH3:19])=[CH:17][CH:16]=3)(=[O:14])=[O:13])[C:6]=2[N:7]=1. (5) Given the reactants [NH2:1][C:2]1[CH:3]=[C:4]2[C:20](=[O:21])[NH:19][N:18]=[CH:17][C:6]3=[C:7]([C:11]4[CH:16]=[CH:15][CH:14]=[CH:13][CH:12]=4)[NH:8][C:9]([CH:10]=1)=[C:5]23.[Cl:22][C:23]1[CH:24]=[C:25]([CH2:29][C:30](O)=[O:31])[CH:26]=[CH:27][CH:28]=1.C(N(CC)CC)C.F[P-](F)(F)(F)(F)F.N1(OC(N(C)C)=[N+](C)C)C2N=CC=CC=2N=N1, predict the reaction product. The product is: [Cl:22][C:23]1[CH:24]=[C:25]([CH2:29][C:30]([NH:1][C:2]2[CH:3]=[C:4]3[C:20](=[O:21])[NH:19][N:18]=[CH:17][C:6]4=[C:7]([C:11]5[CH:12]=[CH:13][CH:14]=[CH:15][CH:16]=5)[NH:8][C:9]([CH:10]=2)=[C:5]34)=[O:31])[CH:26]=[CH:27][CH:28]=1. (6) Given the reactants [OH:1][C:2]1[CH:7]=[CH:6][CH:5]=[CH:4][C:3]=1[C:8](=[O:10])[CH3:9].Br[CH2:12][C:13]([O:15][CH3:16])=[O:14].C(=O)([O-])[O-].[K+].[K+], predict the reaction product. The product is: [C:8]([C:3]1[CH:4]=[CH:5][CH:6]=[CH:7][C:2]=1[O:1][CH2:12][C:13]([O:15][CH3:16])=[O:14])(=[O:10])[CH3:9]. (7) Given the reactants [NH2:1][C:2]1[C:7]([F:8])=[C:6](Br)[N:5]=[C:4]([C:10]([O:12][CH3:13])=[O:11])[C:3]=1[Cl:14].[CH3:15][Sn:16]([CH3:22])([CH3:21])[Sn:16]([CH3:22])([CH3:21])[CH3:15], predict the reaction product. The product is: [NH2:1][C:2]1[C:7]([F:8])=[C:6]([Sn:16]([CH3:22])([CH3:21])[CH3:15])[N:5]=[C:4]([C:10]([O:12][CH3:13])=[O:11])[C:3]=1[Cl:14]. (8) Given the reactants [CH:1]([C:4]1[N:9]=[C:8]([CH2:10][N:11]2[C:19]3[C:14](=[C:15]([NH:20][C:21]([C:23]4[N:27]5[CH:28]=[CH:29][C:30]([O:32][CH2:33][CH2:34][N:35]6[CH2:48][C:37]7([CH2:40][N:39](C(OC(C)(C)C)=O)[CH2:38]7)[CH2:36]6)=[CH:31][C:26]5=[N:25][CH:24]=4)=[O:22])[CH:16]=[CH:17][CH:18]=3)[C:13]([CH3:49])=[N:12]2)[CH:7]=[CH:6][CH:5]=1)([CH3:3])[CH3:2].[ClH:50].O1CCOCC1, predict the reaction product. The product is: [ClH:50].[ClH:50].[ClH:50].[CH2:48]1[C:37]2([CH2:38][NH:39][CH2:40]2)[CH2:36][N:35]1[CH2:34][CH2:33][O:32][C:30]1[CH:29]=[CH:28][N:27]2[C:23]([C:21]([NH:20][C:15]3[CH:16]=[CH:17][CH:18]=[C:19]4[C:14]=3[C:13]([CH3:49])=[N:12][N:11]4[CH2:10][C:8]3[CH:7]=[CH:6][CH:5]=[C:4]([CH:1]([CH3:2])[CH3:3])[N:9]=3)=[O:22])=[CH:24][N:25]=[C:26]2[CH:31]=1.